This data is from Full USPTO retrosynthesis dataset with 1.9M reactions from patents (1976-2016). The task is: Predict the reactants needed to synthesize the given product. (1) Given the product [F:10][C:11]1[CH:12]=[C:13]([CH:26]=[CH:27][C:28]=1[S:29]([CH3:32])(=[O:30])=[O:31])[O:14][CH2:15][CH2:16][CH2:17][CH:18]1[CH2:23][CH2:22][N:21]([C:24]([NH:7][OH:8])=[NH:25])[CH2:20][CH2:19]1, predict the reactants needed to synthesize it. The reactants are: C([O-])([O-])=O.[K+].[K+].[NH2:7][OH:8].Cl.[F:10][C:11]1[CH:12]=[C:13]([CH:26]=[CH:27][C:28]=1[S:29]([CH3:32])(=[O:31])=[O:30])[O:14][CH2:15][CH2:16][CH2:17][CH:18]1[CH2:23][CH2:22][N:21]([C:24]#[N:25])[CH2:20][CH2:19]1. (2) Given the product [Cl:3][C:4]1[CH:9]=[CH:8][CH:7]=[CH:6][C:5]=1[C:10]#[CH:11], predict the reactants needed to synthesize it. The reactants are: [OH-].[K+].[Cl:3][C:4]1[CH:9]=[CH:8][CH:7]=[CH:6][C:5]=1[C:10]#[C:11][Si](C)(C)C.C(OCC)(=O)C.Cl. (3) Given the product [C:1]([O:5][C:6]([N:8]1[CH2:13][CH2:12][N:11]([C:14]2[C:19]([CH3:20])=[CH:18][C:17]([CH:30]3[CH2:33][CH2:32][CH2:31]3)=[CH:16][N:15]=2)[CH2:10][CH2:9]1)=[O:7])([CH3:4])([CH3:3])[CH3:2], predict the reactants needed to synthesize it. The reactants are: [C:1]([O:5][C:6]([N:8]1[CH2:13][CH2:12][N:11]([C:14]2[C:19]([CH3:20])=[CH:18][C:17](Br)=[CH:16][N:15]=2)[CH2:10][CH2:9]1)=[O:7])([CH3:4])([CH3:3])[CH3:2].P([O-])([O-])([O-])=O.[K+].[K+].[K+].[CH:30]1(B(O)O)[CH2:33][CH2:32][CH2:31]1.C1(C)C=CC=CC=1. (4) Given the product [N+:14]([C:17]1[CH:24]=[CH:23][CH:22]=[CH:21][C:18]=1[CH2:19][O:11][CH2:10][CH2:9][NH:8][C:1](=[O:2])[O:3][C:4]([CH3:5])([CH3:6])[CH3:7])([O-:16])=[O:15], predict the reactants needed to synthesize it. The reactants are: [C:1]([NH:8][CH2:9][CH2:10][OH:11])([O:3][C:4]([CH3:7])([CH3:6])[CH3:5])=[O:2].[H-].[Na+].[N+:14]([C:17]1[CH:24]=[CH:23][CH:22]=[CH:21][C:18]=1[CH2:19]Br)([O-:16])=[O:15].C(=O)([O-])O.[Na+].